Task: Predict the reactants needed to synthesize the given product.. Dataset: Retrosynthesis with 50K atom-mapped reactions and 10 reaction types from USPTO (1) Given the product O=[N+]([O-])c1ccc(Cl)nc1Nc1ccc2cn[nH]c2c1, predict the reactants needed to synthesize it. The reactants are: Nc1ccc2cn[nH]c2c1.O=[N+]([O-])c1ccc(Cl)nc1Cl. (2) Given the product C=C(C)C(=O)NCC(OCCCCC)OCCCCC, predict the reactants needed to synthesize it. The reactants are: C=C(C)C(=O)Cl.CCCCCOC(CN)OCCCCC. (3) The reactants are: CC1(C)CC(c2ccccc2N2CCNCC2)CC1(C)C.CCC=O. Given the product CCCN1CCN(c2ccccc2C2CC(C)(C)C(C)(C)C2)CC1, predict the reactants needed to synthesize it.